Dataset: Full USPTO retrosynthesis dataset with 1.9M reactions from patents (1976-2016). Task: Predict the reactants needed to synthesize the given product. Given the product [C:16]([C:17]1[CH:23]=[CH:22][CH:21]=[C:20]([CH3:24])[C:18]=1[NH:19][C:14]([C:4]1[N:5]([C:7]2[C:12]([Cl:13])=[CH:11][CH:10]=[CH:9][N:8]=2)[N:6]=[C:2]([Br:1])[CH:3]=1)=[O:15])(=[O:25])[NH2:26], predict the reactants needed to synthesize it. The reactants are: [Br:1][C:2]1[CH:3]=[C:4]([C:14]2[O:15][C:16](=[O:25])[C:17]3[CH:23]=[CH:22][CH:21]=[C:20]([CH3:24])[C:18]=3[N:19]=2)[N:5]([C:7]2[C:12]([Cl:13])=[CH:11][CH:10]=[CH:9][N:8]=2)[N:6]=1.[NH3:26].